From a dataset of Full USPTO retrosynthesis dataset with 1.9M reactions from patents (1976-2016). Predict the reactants needed to synthesize the given product. The reactants are: [C:1]([N:8]1[CH2:13][CH2:12][CH2:11][C:10](=[O:14])[CH2:9]1)([O:3][C:4]([CH3:7])([CH3:6])[CH3:5])=[O:2].C1COCC1.[C-:20]#[N:21].[K+].OS([O-])=O.[Na+]. Given the product [C:20]([C:10]1([OH:14])[CH2:11][CH2:12][CH2:13][N:8]([C:1]([O:3][C:4]([CH3:7])([CH3:6])[CH3:5])=[O:2])[CH2:9]1)#[N:21], predict the reactants needed to synthesize it.